From a dataset of Forward reaction prediction with 1.9M reactions from USPTO patents (1976-2016). Predict the product of the given reaction. (1) Given the reactants [CH3:13][C:12]([O:11][C:9](O[C:9]([O:11][C:12]([CH3:15])([CH3:14])[CH3:13])=[O:10])=[O:10])([CH3:15])[CH3:14].Cl.[NH:17]1[CH2:21][CH:20]=[CH:19][CH2:18]1, predict the reaction product. The product is: [N:17]1([C:9]([O:11][C:12]([CH3:13])([CH3:14])[CH3:15])=[O:10])[CH2:21][CH:20]=[CH:19][CH2:18]1. (2) The product is: [F:24][CH:2]([F:1])[C:3]1[N:8]2[N:9]=[CH:10][C:11]([C:12]#[C:13][C:26]3[CH:27]=[C:28]([S:32]([NH2:35])(=[O:34])=[O:33])[CH:29]=[N:30][CH:31]=3)=[C:7]2[N:6]=[C:5]([C:14]2[CH:19]=[CH:18][C:17]([C:20]([F:23])([F:22])[F:21])=[CH:16][CH:15]=2)[CH:4]=1. Given the reactants [F:1][CH:2]([F:24])[C:3]1[N:8]2[N:9]=[CH:10][C:11]([C:12]#[CH:13])=[C:7]2[N:6]=[C:5]([C:14]2[CH:19]=[CH:18][C:17]([C:20]([F:23])([F:22])[F:21])=[CH:16][CH:15]=2)[CH:4]=1.Br[C:26]1[CH:27]=[C:28]([S:32]([NH2:35])(=[O:34])=[O:33])[CH:29]=[N:30][CH:31]=1, predict the reaction product. (3) Given the reactants S(Cl)(Cl)=O.[CH3:5][O:6][C:7]1[N:12]=[CH:11][C:10]([CH2:13]O)=[CH:9][CH:8]=1.[C-:15]#[N:16].[K+].O, predict the reaction product. The product is: [CH3:5][O:6][C:7]1[N:12]=[CH:11][C:10]([CH2:13][C:15]#[N:16])=[CH:9][CH:8]=1. (4) Given the reactants [Cl:1][C:2]1[CH:3]=[C:4]([O:12][CH:13]([CH3:15])[CH3:14])[C:5]([CH3:11])=[C:6]([CH:10]=1)[C:7]([OH:9])=O.Cl.[NH2:17][CH2:18][C:19]1[C:20](=[O:27])[NH:21][C:22]([CH3:26])=[CH:23][C:24]=1[CH3:25].C1C=NC2N(O)N=NC=2C=1.CN1CCOCC1.C(Cl)CCl, predict the reaction product. The product is: [Cl:1][C:2]1[CH:3]=[C:4]([O:12][CH:13]([CH3:15])[CH3:14])[C:5]([CH3:11])=[C:6]([CH:10]=1)[C:7]([NH:17][CH2:18][C:19]1[C:20](=[O:27])[NH:21][C:22]([CH3:26])=[CH:23][C:24]=1[CH3:25])=[O:9].